Task: Predict the product of the given reaction.. Dataset: Forward reaction prediction with 1.9M reactions from USPTO patents (1976-2016) (1) The product is: [NH2:47][C:39]1[O:40][C@H:41]([C:43]([F:44])([F:46])[F:45])[CH2:42][C@:37]([C:35]2[CH:36]=[C:31]([NH:30][C:9](=[O:11])[C:6]3[CH:5]=[CH:4][C:3]([C:1]#[N:2])=[CH:8][N:7]=3)[CH:32]=[C:33]([F:51])[C:34]=2[F:50])([CH2:48][F:49])[N:38]=1. Given the reactants [C:1]([C:3]1[CH:4]=[CH:5][C:6]([C:9]([OH:11])=O)=[N:7][CH:8]=1)#[N:2].[Cl-].COC1N=C(OC)N=C([N+]2(C)CCOCC2)N=1.[NH2:30][C:31]1[CH:32]=[C:33]([F:51])[C:34]([F:50])=[C:35]([C@:37]2([CH2:48][F:49])[CH2:42][C@@H:41]([C:43]([F:46])([F:45])[F:44])[O:40][C:39]([NH2:47])=[N:38]2)[CH:36]=1, predict the reaction product. (2) Given the reactants Cl[C:2]1[C:7]([Cl:8])=[CH:6][C:5]([N+:9]([O-:11])=[O:10])=[CH:4][N:3]=1.[NH:12]1[CH2:17][CH2:16][CH:15]([CH2:18][CH2:19][OH:20])[CH2:14][CH2:13]1.C(N(CC)CC)C, predict the reaction product. The product is: [Cl:8][C:7]1[C:2]([N:12]2[CH2:17][CH2:16][CH:15]([CH2:18][CH2:19][OH:20])[CH2:14][CH2:13]2)=[N:3][CH:4]=[C:5]([N+:9]([O-:11])=[O:10])[CH:6]=1. (3) Given the reactants C1C2C(=CC(CNC)=CC=2)CC1.[CH3:13][NH:14][CH2:15][C:16]1[CH:25]=[CH:24][C:23]2[C:18](=C[CH:20]=[CH:21][CH:22]=2)[C:17]=1CCC.Cl.[O:30]=[C:31]1[NH:40][C:39]2[N:38]=[CH:37][C:36](/[CH:41]=[CH:42]/[C:43](O)=[O:44])=[CH:35][C:34]=2[CH2:33][CH2:32]1.Cl.CN1CC2C=C(/C=C/C(O)=O)C=NC=2NC(=O)C1, predict the reaction product. The product is: [CH2:22]1[C:23]2[C:24](=[CH:25][C:16]([CH2:15][N:14]([CH3:13])[C:43](=[O:44])/[CH:42]=[CH:41]/[C:36]3[CH:37]=[N:38][C:39]4[NH:40][C:31](=[O:30])[CH2:32][CH2:33][C:34]=4[CH:35]=3)=[CH:17][CH:18]=2)[CH2:20][CH2:21]1. (4) Given the reactants [CH:1]1([O:6][CH2:7][C:8]2[O:12][N:11]=[C:10]([C:13]([O:15]CC)=[O:14])[CH:9]=2)[CH2:5][CH2:4][CH2:3][CH2:2]1.C(O)C.[OH-].[K+], predict the reaction product. The product is: [CH:1]1([O:6][CH2:7][C:8]2[O:12][N:11]=[C:10]([C:13]([OH:15])=[O:14])[CH:9]=2)[CH2:2][CH2:3][CH2:4][CH2:5]1. (5) The product is: [ClH:14].[NH2:2][CH2:1][C:3]1[C:8]([C:9]([O:11][CH2:12][CH3:13])=[O:10])=[CH:7][CH:6]=[CH:5][N:4]=1. Given the reactants [C:1]([C:3]1[C:8]([C:9]([O:11][CH2:12][CH3:13])=[O:10])=[CH:7][CH:6]=[CH:5][N:4]=1)#[N:2].[ClH:14].[H][H], predict the reaction product. (6) Given the reactants [O:1]=[C:2]([C:6]1[CH:11]=[CH:10][CH:9]=[CH:8][CH:7]=1)[C:3]([OH:5])=[O:4].[CH3:12][CH:13](O)[CH3:14].C(=NC1CCCCC1)=NC1CCCCC1, predict the reaction product. The product is: [O:1]=[C:2]([C:6]1[CH:11]=[CH:10][CH:9]=[CH:8][CH:7]=1)[C:3]([O:5][CH:13]([CH3:14])[CH3:12])=[O:4]. (7) The product is: [C:19]([O:23][C:24]([N:26]1[CH2:27][CH2:28][N:29]([C:32]2[NH:36][C:4]([C:6]3[CH:11]=[CH:10][N:9]=[C:8]([Cl:12])[CH:7]=3)=[CH:3][C:33]=2[C:34]#[N:35])[CH2:30][CH2:31]1)=[O:25])([CH3:22])([CH3:20])[CH3:21]. Given the reactants Br.Br[CH2:3][C:4]([C:6]1[CH:11]=[CH:10][N:9]=[C:8]([Cl:12])[CH:7]=1)=O.C([O-])(O)=O.[Na+].Cl.[C:19]([O:23][C:24]([N:26]1[CH2:31][CH2:30][N:29]([C:32]([NH2:36])=[CH:33][C:34]#[N:35])[CH2:28][CH2:27]1)=[O:25])([CH3:22])([CH3:21])[CH3:20], predict the reaction product. (8) Given the reactants [CH3:1][C:2]1[N:3]=[C:4]2[C:9]([NH:10][CH:11]3[C:20]4[C:15](=[CH:16][CH:17]=[CH:18][C:19]=4[CH3:21])[O:14][CH2:13][CH2:12]3)=[CH:8][C:7]([C:22](O)=[O:23])=[CH:6][N:5]2[CH:25]=1.[NH:26]1[CH2:31][CH2:30][O:29][CH2:28][CH2:27]1.O.ON1C2C=CC=CC=2N=N1.Cl.CN(C)CCCN=C=NCC, predict the reaction product. The product is: [CH3:1][C:2]1[N:3]=[C:4]2[C:9]([NH:10][CH:11]3[C:20]4[C:15](=[CH:16][CH:17]=[CH:18][C:19]=4[CH3:21])[O:14][CH2:13][CH2:12]3)=[CH:8][C:7]([C:22]([N:26]3[CH2:31][CH2:30][O:29][CH2:28][CH2:27]3)=[O:23])=[CH:6][N:5]2[CH:25]=1. (9) Given the reactants [Br:1][C:2]1[CH:7]=[C:6]([O:8][CH3:9])[C:5]([OH:10])=[C:4]([O:11][CH3:12])[CH:3]=1.[C:13]1(B(O)O)[CH:18]=[CH:17][CH:16]=[CH:15][CH:14]=1.C(Cl)Cl, predict the reaction product. The product is: [Br:1][C:2]1[CH:3]=[C:4]([O:11][CH3:12])[C:5]([O:10][C:13]2[CH:18]=[CH:17][CH:16]=[CH:15][CH:14]=2)=[C:6]([O:8][CH3:9])[CH:7]=1.